Task: Predict the reactants needed to synthesize the given product.. Dataset: Full USPTO retrosynthesis dataset with 1.9M reactions from patents (1976-2016) (1) Given the product [Cl:1][C:2]1[CH:3]=[C:4]([N+:15]([O-:17])=[O:16])[CH:5]=[CH:6][C:7]=1[O:8][CH:9]1[CH2:14][CH2:13][N:12]([S:19]([CH3:18])(=[O:21])=[O:20])[CH2:11][CH2:10]1, predict the reactants needed to synthesize it. The reactants are: [Cl:1][C:2]1[CH:3]=[C:4]([N+:15]([O-:17])=[O:16])[CH:5]=[CH:6][C:7]=1[O:8][CH:9]1[CH2:14][CH2:13][NH:12][CH2:11][CH2:10]1.[CH3:18][S:19](Cl)(=[O:21])=[O:20].C(N(CC)CC)C. (2) Given the product [C:47]([O:46][C:44]([N:14]1[CH2:15][C:16]([CH3:18])([NH:19][C:20]2[CH:21]=[C:22]3[C:31](=[CH:32][CH:33]=2)[O:30][CH2:29][C:28]2[N:23]3[C@H:24]([CH3:35])[C:25](=[O:34])[NH:26][N:27]=2)[CH2:17]1)=[O:45])([CH3:48])([CH3:49])[CH3:50], predict the reactants needed to synthesize it. The reactants are: C([N:14]1[CH2:17][C:16]([NH:19][C:20]2[CH:21]=[C:22]3[C:31](=[CH:32][CH:33]=2)[O:30][CH2:29][C:28]2[N:23]3[C@H:24]([CH3:35])[C:25](=[O:34])[NH:26][N:27]=2)([CH3:18])[CH2:15]1)(C1C=CC=CC=1)C1C=CC=CC=1.[C:44](O[C:44]([O:46][C:47]([CH3:50])([CH3:49])[CH3:48])=[O:45])([O:46][C:47]([CH3:50])([CH3:49])[CH3:48])=[O:45]. (3) Given the product [NH2:25][C@@:13]1([C:15]([OH:17])=[O:16])[CH:12]=[CH:11][C@@H:10]2[C@H:14]1[C@@:9]2([F:26])[C:7]([OH:8])=[O:6], predict the reactants needed to synthesize it. The reactants are: O.[OH-].[Li+].C([O:6][C:7]([C@:9]1([F:26])[C@@H:14]2[C@H:10]1[CH:11]=[CH:12][C@@:13]2([NH2:25])[C:15]([O:17]CC1C=CC=CC=1)=[O:16])=[O:8])C. (4) Given the product [C:1]([NH:4][C:5]([CH2:16][CH2:17][C:18]1[CH:23]=[CH:22][C:21]([S:24][C:25]2[CH:30]=[CH:29][C:28]([C:31](=[O:34])[CH2:32][O:39][C:35](=[O:38])[CH2:36][CH3:37])=[CH:27][CH:26]=2)=[CH:20][CH:19]=1)([C:11]([O:13][CH2:14][CH3:15])=[O:12])[C:6]([O:8][CH2:9][CH3:10])=[O:7])(=[O:3])[CH3:2], predict the reactants needed to synthesize it. The reactants are: [C:1]([NH:4][C:5]([CH2:16][CH2:17][C:18]1[CH:23]=[CH:22][C:21]([S:24][C:25]2[CH:30]=[CH:29][C:28]([C:31](=[O:34])[CH2:32]Cl)=[CH:27][CH:26]=2)=[CH:20][CH:19]=1)([C:11]([O:13][CH2:14][CH3:15])=[O:12])[C:6]([O:8][CH2:9][CH3:10])=[O:7])(=[O:3])[CH3:2].[C:35]([OH:39])(=[O:38])[CH2:36][CH3:37].CCN(CC)CC. (5) Given the product [C:1]12[C:12]([O:13][CH:14]3[CH2:19][CH2:18][CH:17]([NH2:20])[CH2:16][CH2:15]3)=[CH:11][CH:10]=[CH:9][C:8]=1[S:7][C:6]1[CH2:5][CH2:4][CH2:3][C:2]2=1, predict the reactants needed to synthesize it. The reactants are: [C:1]12[C:12]([O:13][CH:14]3[CH2:19][CH2:18][CH:17]([NH:20]C(=O)OC(C)(C)C)[CH2:16][CH2:15]3)=[CH:11][CH:10]=[CH:9][C:8]=1[S:7][C:6]1[CH2:5][CH2:4][CH2:3][C:2]2=1.Cl.C(=O)([O-])[O-].[Na+].[Na+]. (6) Given the product [CH2:1]([O:8][C:9]1[CH:18]=[C:17]2[C:12]([C:13]([NH:20][C:21]3[CH:25]=[C:24]([CH3:26])[NH:23][N:22]=3)=[N:14][C:15]([S:35][C:29]3[CH:34]=[CH:33][CH:32]=[CH:31][CH:30]=3)=[N:16]2)=[CH:11][C:10]=1[O:27][CH3:28])[C:2]1[CH:7]=[CH:6][CH:5]=[CH:4][CH:3]=1, predict the reactants needed to synthesize it. The reactants are: [CH2:1]([O:8][C:9]1[CH:18]=[C:17]2[C:12]([C:13]([NH:20][C:21]3[CH:25]=[C:24]([CH3:26])[NH:23][N:22]=3)=[N:14][C:15](Cl)=[N:16]2)=[CH:11][C:10]=1[O:27][CH3:28])[C:2]1[CH:7]=[CH:6][CH:5]=[CH:4][CH:3]=1.[C:29]1([SH:35])[CH:34]=[CH:33][CH:32]=[CH:31][CH:30]=1.